Task: Predict the reactants needed to synthesize the given product.. Dataset: Full USPTO retrosynthesis dataset with 1.9M reactions from patents (1976-2016) (1) Given the product [Cl:1][CH2:2][CH2:3][O:4][C:5]1[CH:10]=[CH:9][CH:8]=[C:7]([CH2:11][S:12]([C:15]2[C:24]3[C:19](=[CH:20][CH:21]=[CH:22][CH:23]=3)[CH:18]=[CH:17][CH:16]=2)(=[O:14])=[O:13])[C:6]=1[NH2:25], predict the reactants needed to synthesize it. The reactants are: [Cl:1][CH2:2][CH2:3][O:4][C:5]1[C:6]([N+:25]([O-])=O)=[C:7]([CH2:11][S:12]([C:15]2[C:24]3[C:19](=[CH:20][CH:21]=[CH:22][CH:23]=3)[CH:18]=[CH:17][CH:16]=2)(=[O:14])=[O:13])[CH:8]=[CH:9][CH:10]=1.C(O)=O. (2) The reactants are: Br[C:2]1[CH:3]=[C:4]2[C:25](=[CH:26][CH:27]=1)[C:8]1[NH:9][C:10]([C@@H:12]3[CH2:17][C@@H:16]4[C@@H:14]([CH2:15]4)[N:13]3[C:18]([O:20][C:21]([CH3:24])([CH3:23])[CH3:22])=[O:19])=[N:11][C:7]=1[CH:6]=[CH:5]2.[CH3:28][C:29]1([CH3:45])[C:33]([CH3:35])([CH3:34])[O:32][B:31]([B:31]2[O:32][C:33]([CH3:35])([CH3:34])[C:29]([CH3:45])([CH3:28])[O:30]2)[O:30]1.CC([O-])=O.[K+]. Given the product [CH3:28][C:29]1([CH3:45])[C:33]([CH3:35])([CH3:34])[O:32][B:31]([C:2]2[CH:3]=[C:4]3[C:25](=[CH:26][CH:27]=2)[C:8]2[NH:9][C:10]([C@@H:12]4[CH2:17][C@@H:16]5[C@@H:14]([CH2:15]5)[N:13]4[C:18]([O:20][C:21]([CH3:24])([CH3:23])[CH3:22])=[O:19])=[N:11][C:7]=2[CH:6]=[CH:5]3)[O:30]1, predict the reactants needed to synthesize it.